From a dataset of Forward reaction prediction with 1.9M reactions from USPTO patents (1976-2016). Predict the product of the given reaction. (1) Given the reactants [Si]([O:18][CH2:19][C:20]1[N:25]=[C:24](C(=O)C)[C:23]([O:29][N:30]=[C:31]([CH3:33])C)=[C:22]([Cl:34])[C:21]=1[N:35]1[CH2:40][C@H:39]([CH3:41])[O:38][C@H:37]([CH3:42])[CH2:36]1)(C(C)(C)C)(C1C=CC=CC=1)C1C=CC=CC=1.Cl, predict the reaction product. The product is: [Cl:34][C:22]1[C:21]([N:35]2[CH2:36][C@H:37]([CH3:42])[O:38][C@H:39]([CH3:41])[CH2:40]2)=[C:20]([CH2:19][OH:18])[N:25]=[C:24]2[C:31]([CH3:33])=[N:30][O:29][C:23]=12. (2) Given the reactants [Cl:1][CH2:2][C:3]([NH:5][CH2:6][C:7]([C:9]1[C:17]2[C:12](=[C:13]([O:18][CH3:19])[CH:14]=[CH:15][CH:16]=2)[N:11]([CH2:20][CH:21]2[CH2:26][CH2:25][CH2:24][CH2:23][CH2:22]2)[CH:10]=1)=[O:8])=O.[CH2:27]([NH:29][CH2:30][CH3:31])[CH3:28].Cl, predict the reaction product. The product is: [ClH:1].[CH:21]1([CH2:20][N:11]2[C:12]3[C:17](=[CH:16][CH:15]=[CH:14][C:13]=3[O:18][CH3:19])[C:9]([C:7]3[O:8][C:3]([CH2:2][N:29]([CH2:30][CH3:31])[CH2:27][CH3:28])=[N:5][CH:6]=3)=[CH:10]2)[CH2:26][CH2:25][CH2:24][CH2:23][CH2:22]1. (3) Given the reactants [CH3:1][CH:2]([CH2:7][C:8]1[CH:16]=[CH:15][CH:14]=[C:13]2[C:9]=1[CH2:10][CH:11]([CH3:18])[C:12]2=[O:17])[C:3]([O:5]C)=[O:4].CI.[C:21](O[K])(C)(C)C, predict the reaction product. The product is: [CH3:21][C:11]1([CH3:18])[CH2:10][C:9]2[C:13](=[CH:14][CH:15]=[CH:16][C:8]=2[CH2:7][CH:2]([CH3:1])[C:3]([OH:5])=[O:4])[C:12]1=[O:17].